Dataset: Forward reaction prediction with 1.9M reactions from USPTO patents (1976-2016). Task: Predict the product of the given reaction. (1) Given the reactants [F:1][C:2]1[CH:3]=[CH:4][C:5]2[N:6]([CH:8]=[C:9]([C:11](O)=[O:12])[N:10]=2)[CH:7]=1.CO, predict the reaction product. The product is: [F:1][C:2]1[CH:3]=[CH:4][C:5]2[N:6]([CH:8]=[C:9]([CH2:11][OH:12])[N:10]=2)[CH:7]=1. (2) The product is: [Cl:1][C:2]1[C:11](=[O:12])[C:10]2[C:5](=[CH:6][CH:7]=[CH:8][CH:9]=2)[C:4](=[O:14])[C:3]=1/[CH:16]=[C:17](\[CH3:21])/[C:18]([OH:20])=[O:19]. Given the reactants [Cl:1][C:2]1[C:3](/[CH:16]=[C:17](\[CH3:21])/[C:18]([OH:20])=[O:19])=[C:4]([O:14]C)[C:5]2[C:10]([C:11]=1[O:12]C)=[CH:9][CH:8]=[CH:7][CH:6]=2.BrC1C(=O)C2C(=CC=CC=2)C(=O)C=1/C=C(\C)/C(O)=O, predict the reaction product. (3) Given the reactants [CH3:1][O:2][CH2:3][CH2:4][NH:5][C:6]1[N:11]=[CH:10][C:9]([CH:12]([CH3:17])[C:13]([O:15]C)=[O:14])=[CH:8][CH:7]=1.O[Li].O.Cl, predict the reaction product. The product is: [CH3:1][O:2][CH2:3][CH2:4][NH:5][C:6]1[N:11]=[CH:10][C:9]([CH:12]([CH3:17])[C:13]([OH:15])=[O:14])=[CH:8][CH:7]=1. (4) Given the reactants [C:1]([C@H:4]1[CH2:8][C:7]([F:10])([F:9])[CH2:6][N:5]1[C:11]([O:13][C:14]([CH3:17])([CH3:16])[CH3:15])=[O:12])(=O)[NH2:2].N1C=CC=CC=1.FC(F)(F)C(OC(=O)C(F)(F)F)=O, predict the reaction product. The product is: [C:1]([C@H:4]1[CH2:8][C:7]([F:10])([F:9])[CH2:6][N:5]1[C:11]([O:13][C:14]([CH3:17])([CH3:16])[CH3:15])=[O:12])#[N:2]. (5) Given the reactants Cl[CH2:2][C:3]([N:5]1[CH2:9][C@@H:8]([OH:10])[CH2:7][C@@H:6]1[C:11]([O:13]C)=O)=[O:4].[CH2:15]([NH2:22])[C:16]1[CH:21]=[CH:20][CH:19]=[CH:18][CH:17]=1.C(N(CC)CC)C, predict the reaction product. The product is: [CH2:15]([N:22]1[CH2:2][C:3](=[O:4])[N:5]2[CH2:9][C@@H:8]([OH:10])[CH2:7][C@@H:6]2[C:11]1=[O:13])[C:16]1[CH:21]=[CH:20][CH:19]=[CH:18][CH:17]=1. (6) Given the reactants C(#N)C([CH2:4][C:5]#[N:6])O.[H-].[Na+].[C:10]([N:13]1[CH2:18][CH2:17][N:16]([C:19]2[CH:30]=[C:23]3[C:24]([O:26][C:27](=O)[NH:28][C:22]3=[CH:21][CH:20]=2)=O)[CH2:15][CH2:14]1)(=[O:12])[CH3:11].C[N:32](C)C=O, predict the reaction product. The product is: [NH2:32][C:27]1[C:4]([C:5]#[N:6])=[C:24]([OH:26])[C:23]2[C:22](=[CH:21][CH:20]=[C:19]([N:16]3[CH2:15][CH2:14][N:13]([C:10](=[O:12])[CH3:11])[CH2:18][CH2:17]3)[CH:30]=2)[N:28]=1. (7) Given the reactants [H-].[Na+].[CH2:3]([O:10][C:11]1[CH:12]=[C:13]2[C:17](=[CH:18][CH:19]=1)[NH:16][CH:15]=[CH:14]2)[C:4]1[CH:9]=[CH:8][CH:7]=[CH:6][CH:5]=1.[CH3:20]I, predict the reaction product. The product is: [CH2:3]([O:10][C:11]1[CH:12]=[C:13]2[C:17](=[CH:18][CH:19]=1)[N:16]([CH3:20])[CH:15]=[CH:14]2)[C:4]1[CH:5]=[CH:6][CH:7]=[CH:8][CH:9]=1.